Dataset: Retrosynthesis with 50K atom-mapped reactions and 10 reaction types from USPTO. Task: Predict the reactants needed to synthesize the given product. (1) Given the product COc1cc(OCc2cccc(-c3ccc(C(C)O)cn3)c2)c2cc(-c3cn4nc(OC)sc4n3)oc2c1, predict the reactants needed to synthesize it. The reactants are: COc1cc(OCc2cccc(-c3ccc(C(C)OC4CCCCO4)cn3)c2)c2cc(-c3cn4nc(OC)sc4n3)oc2c1. (2) Given the product Nc1ccc(Oc2ncnn3cccc23)c(F)c1, predict the reactants needed to synthesize it. The reactants are: O=[N+]([O-])c1ccc(Oc2ncnn3cccc23)c(F)c1.